From a dataset of Catalyst prediction with 721,799 reactions and 888 catalyst types from USPTO. Predict which catalyst facilitates the given reaction. (1) Reactant: [Cl:1][C:2]1[C:10]([Cl:11])=[C:9]2[C:5]([CH2:6][C:7]([CH:14]3[CH2:18][CH2:17][CH2:16][CH2:15]3)([CH3:13])[C:8]2=[O:12])=[CH:4][C:3]=1[C:19]1[CH:26]=[CH:25][C:22]([C:23]#[N:24])=[CH:21][CH:20]=1.[N:27]([Si](C)(C)C)=[N+:28]=[N-:29].C([Sn](=O)CCCC)CCC. Product: [Cl:1][C:2]1[C:10]([Cl:11])=[C:9]2[C:5]([CH2:6][C:7]([CH:14]3[CH2:18][CH2:17][CH2:16][CH2:15]3)([CH3:13])[C:8]2=[O:12])=[CH:4][C:3]=1[C:19]1[CH:26]=[CH:25][C:22]([C:23]2[NH:29][N:28]=[N:27][N:24]=2)=[CH:21][CH:20]=1. The catalyst class is: 11. (2) Reactant: [CH:1]([C:3]1[C:8]2[O:9][C:10](=[O:23])[C:11]3[CH2:12][N:13]([C:17]([O:19][CH2:20][CH:21]=[CH2:22])=[O:18])[CH2:14][CH2:15][C:16]=3[C:7]=2[CH:6]=[CH:5][C:4]=1[OH:24])=O.[CH2:25]([SH:29])[CH2:26][CH2:27][SH:28]. Product: [S:28]1[CH2:27][CH2:26][CH2:25][S:29][CH:1]1[C:3]1[C:8]2[O:9][C:10](=[O:23])[C:11]3[CH2:12][N:13]([C:17]([O:19][CH2:20][CH:21]=[CH2:22])=[O:18])[CH2:14][CH2:15][C:16]=3[C:7]=2[CH:6]=[CH:5][C:4]=1[OH:24]. The catalyst class is: 2. (3) Reactant: C(OC([NH:8][C@H:9]([CH2:22][C:23]1[CH:28]=[C:27]([F:29])[C:26]([F:30])=[CH:25][C:24]=1[F:31])[CH2:10][C:11]([N:13]1[CH2:19][CH2:18][CH2:17][NH:16][C:15](=[O:20])[C@H:14]1[CH3:21])=[O:12])=O)(C)(C)C.[ClH:32]. Product: [ClH:32].[NH2:8][C@H:9]([CH2:22][C:23]1[CH:28]=[C:27]([F:29])[C:26]([F:30])=[CH:25][C:24]=1[F:31])[CH2:10][C:11]([N:13]1[CH2:19][CH2:18][CH2:17][NH:16][C:15](=[O:20])[C@H:14]1[CH3:21])=[O:12]. The catalyst class is: 12. (4) Reactant: Cl.[Cl:2][C:3]1[CH:4]=[C:5]2[C:9](=[CH:10][CH:11]=1)[NH:8][CH:7]=[C:6]2[CH2:12][CH2:13][NH2:14].[O:15]=[C:16]1[CH:20]([C:21](O)=[O:22])[CH2:19][CH2:18][N:17]1[C:24]1[CH:29]=[CH:28][C:27]([O:30][C:31]([F:34])([F:33])[F:32])=[CH:26][CH:25]=1.C1CN([P+](ON2N=NC3C=CC=CC2=3)(N2CCCC2)N2CCCC2)CC1.F[P-](F)(F)(F)(F)F.C(N(CC)C(C)C)(C)C. Product: [Cl:2][C:3]1[CH:4]=[C:5]2[C:9](=[CH:10][CH:11]=1)[NH:8][CH:7]=[C:6]2[CH2:12][CH2:13][NH:14][C:21]([CH:20]1[CH2:19][CH2:18][N:17]([C:24]2[CH:25]=[CH:26][C:27]([O:30][C:31]([F:34])([F:32])[F:33])=[CH:28][CH:29]=2)[C:16]1=[O:15])=[O:22]. The catalyst class is: 3. (5) Reactant: Cl[C:2]1[CH:7]=[C:6]([N:8](COCC[Si](C)(C)C)COCC[Si](C)(C)C)[N:5]2[N:25]=[CH:26][C:27]([C:28]3[CH:29]=[N:30][C:31]4[C:36]([CH:37]=3)=[CH:35][CH:34]=[CH:33][CH:32]=4)=[C:4]2[N:3]=1.[NH:38]1[CH2:44][CH2:43][C:42](=[O:45])[NH:41][CH2:40][CH2:39]1.C(N(C(C)C)C(C)C)C. Product: [NH2:8][C:6]1[N:5]2[N:25]=[CH:26][C:27]([C:28]3[CH:29]=[N:30][C:31]4[C:36]([CH:37]=3)=[CH:35][CH:34]=[CH:33][CH:32]=4)=[C:4]2[N:3]=[C:2]([N:38]2[CH2:44][CH2:43][C:42](=[O:45])[NH:41][CH2:40][CH2:39]2)[CH:7]=1. The catalyst class is: 37. (6) The catalyst class is: 4. Product: [C:24]([O:23][CH2:1][CH2:2][CH2:3][CH2:4][CH2:5][CH2:6][CH2:7][CH2:8][CH2:9][CH2:10][CH2:11][CH2:12][CH2:13][CH2:14][CH2:15][CH2:16][CH2:17][CH2:18][CH2:19][CH2:20][CH:21]=[CH2:22])(=[O:26])[CH3:25]. Reactant: [CH2:1]([OH:23])[CH2:2][CH2:3][CH2:4][CH2:5][CH2:6][CH2:7][CH2:8][CH2:9][CH2:10][CH2:11][CH2:12][CH2:13][CH2:14][CH2:15][CH2:16][CH2:17][CH2:18][CH2:19][CH2:20][CH:21]=[CH2:22].[C:24](OC(=O)C)(=[O:26])[CH3:25]. (7) Reactant: C([O:4][CH2:5][C:6]1[N:11]([CH2:12][CH2:13][C:14]2[CH:23]=[CH:22][C:17]([C:18]([O:20][CH3:21])=[O:19])=[CH:16][CH:15]=2)[C:10](=[O:24])[C:9]([Cl:25])=[CH:8][C:7]=1[Cl:26])(=O)C.S(=O)(=O)(O)O.O. The catalyst class is: 5. Product: [Cl:25][C:9]1[C:10](=[O:24])[N:11]([CH2:12][CH2:13][C:14]2[CH:23]=[CH:22][C:17]([C:18]([O:20][CH3:21])=[O:19])=[CH:16][CH:15]=2)[C:6]([CH2:5][OH:4])=[C:7]([Cl:26])[CH:8]=1.